From a dataset of Catalyst prediction with 721,799 reactions and 888 catalyst types from USPTO. Predict which catalyst facilitates the given reaction. (1) Reactant: [Br:1][C:2]1[C:6]2[CH:7]=[C:8]([CH2:11]Br)[CH:9]=[CH:10][C:5]=2[S:4][CH:3]=1.[OH:13][C:14]1[N:19]=[CH:18][C:17]([CH:20]([C:27]#[C:28][CH3:29])[CH2:21][C:22]([O:24][CH2:25][CH3:26])=[O:23])=[CH:16][CH:15]=1. Product: [Br:1][C:2]1[C:6]2[CH:7]=[C:8]([CH2:11][O:13][C:14]3[N:19]=[CH:18][C:17]([CH:20]([C:27]#[C:28][CH3:29])[CH2:21][C:22]([O:24][CH2:25][CH3:26])=[O:23])=[CH:16][CH:15]=3)[CH:9]=[CH:10][C:5]=2[S:4][CH:3]=1. The catalyst class is: 11. (2) Reactant: P([O-])([O-])([O-])=O.[Na+].[Na+].[Na+].[CH:9]([O-:11])=[O:10].[Na+].[NH2:13][C@@H:14]([C:16](O)=O)[CH3:15].C1C=[N+:23]([C@@H:25]2O[C@H:28]([CH2:30]OP(OP(OC[C@H]3O[C@@H](N4C5N=CN=C(N)C=5N=C4)[C@H](O)[C@@H]3O)(O)=O)([O-])=O)[C@@H:27](O)[C@H:26]2O)[CH:22]=[C:21]([C:60](N)=O)[CH:20]=1.[CH3:63][C:64]1[C:69](O)=C(C=O)C(COP(O)(O)=O)=CN=1.[C:79]([O-])(=O)C(C)O.C([O-])=O.Cl. Product: [NH2:13][C@H:14]1[CH2:16][N:23]2[C:25]3[C:60]([C:21]([CH2:20][C:9]([O:11][CH2:63][CH2:64][CH3:69])=[O:10])=[C:22]2[CH2:79][CH2:15]1)=[CH:30][CH:28]=[CH:27][CH:26]=3. The catalyst class is: 6. (3) Reactant: Cl[C:2]1[N:10]=[C:9]2[C:5]([N:6]=[CH:7][N:8]2[CH:11]([CH3:13])[CH3:12])=[C:4]([NH:14][C:15]2[CH:20]=[CH:19][CH:18]=[C:17]([N+:21]([O-:23])=[O:22])[CH:16]=2)[N:3]=1.[NH2:24][C@H:25]([CH2:29][OH:30])[CH:26]([CH3:28])[CH3:27].C1CCN2C(=NCCC2)CC1. Product: [CH:11]([N:8]1[CH:7]=[N:6][C:5]2[C:9]1=[N:10][C:2]([NH:24][CH:25]([CH:26]([CH3:28])[CH3:27])[CH2:29][OH:30])=[N:3][C:4]=2[NH:14][C:15]1[CH:20]=[CH:19][CH:18]=[C:17]([N+:21]([O-:23])=[O:22])[CH:16]=1)([CH3:13])[CH3:12]. The catalyst class is: 179. (4) Reactant: [Cl:1][C:2]1[CH:3]=[CH:4][C:5]([CH2:8][O:9][C:10]2[CH:15]=[CH:14][NH:13][C:12](=[O:16])[CH:11]=2)=[N:6][CH:7]=1.Br[C:18]1[CH:19]=[C:20]([CH3:32])[C:21]([N:24]2[CH2:28][CH2:27][CH:26]([N:29]([CH3:31])[CH3:30])[CH2:25]2)=[N:22][CH:23]=1.[C@@H]1(N)CCCC[C@H]1N.C([O-])([O-])=O.[K+].[K+]. Product: [Cl:1][C:2]1[CH:3]=[CH:4][C:5]([CH2:8][O:9][C:10]2[CH:15]=[CH:14][N:13]([C:18]3[CH:23]=[N:22][C:21]([N:24]4[CH2:28][CH2:27][CH:26]([N:29]([CH3:30])[CH3:31])[CH2:25]4)=[C:20]([CH3:32])[CH:19]=3)[C:12](=[O:16])[CH:11]=2)=[N:6][CH:7]=1. The catalyst class is: 185. (5) Reactant: P(Cl)(Cl)(Cl)(Cl)Cl.O=P(Cl)(Cl)[Cl:9].O[C:13]1[CH:18]=[C:17]([CH3:19])[NH:16][C:15](=[O:20])[C:14]=1[C:21]#[N:22]. Product: [Cl:9][C:13]1[CH:18]=[C:17]([CH3:19])[NH:16][C:15](=[O:20])[C:14]=1[C:21]#[N:22]. The catalyst class is: 22. (6) Reactant: [H-].[Na+].[CH:3]([OH:6])([CH3:5])[CH3:4].[Cl:7][C:8]1[CH:13]=[C:12](Cl)[N:11]=[CH:10][N:9]=1.[Cl-].[NH4+]. Product: [Cl:7][C:8]1[CH:13]=[C:12]([O:6][CH:3]([CH3:5])[CH3:4])[N:11]=[CH:10][N:9]=1. The catalyst class is: 7. (7) Reactant: [F:1][C:2]1[CH:10]=[C:9]2[C:5]([C:6]([CH2:11][OH:12])=[N:7][NH:8]2)=[CH:4][CH:3]=1. Product: [F:1][C:2]1[CH:10]=[C:9]2[C:5]([C:6]([CH:11]=[O:12])=[N:7][NH:8]2)=[CH:4][CH:3]=1. The catalyst class is: 742.